This data is from Reaction yield outcomes from USPTO patents with 853,638 reactions. The task is: Predict the reaction yield, written as a fraction of the theoretical maximum amount of product (1.0 means a 100% yield; for example, 0.34 means a 34% yield). (1) The reactants are C([O:3][C:4](=[O:36])[C:5]1[CH:10]=[CH:9][C:8]([S:11][C:12]2[C:13](=[O:35])[NH:14][C:15]3[C:20]([C:21]=2[C:22]2[CH:27]=[C:26]([Cl:28])[CH:25]=[CH:24][C:23]=2[O:29]C)=[CH:19][C:18]([C:31]([F:34])([F:33])[F:32])=[CH:17][CH:16]=3)=[CH:7][CH:6]=1)C.Cl.N1C=CC=CC=1. No catalyst specified. The product is [Cl:28][C:26]1[CH:25]=[CH:24][C:23]([OH:29])=[C:22]([C:21]2[C:20]3[C:15](=[CH:16][CH:17]=[C:18]([C:31]([F:32])([F:33])[F:34])[CH:19]=3)[NH:14][C:13](=[O:35])[C:12]=2[S:11][C:8]2[CH:9]=[CH:10][C:5]([C:4]([OH:36])=[O:3])=[CH:6][CH:7]=2)[CH:27]=1. The yield is 0.840. (2) The product is [C:4]([OH:30])(=[O:3])[CH3:5].[CH2:1]([O:3][C:4](=[O:30])[CH:5]([O:7][P:8]([CH2:17][CH2:18][NH2:19])([O:10][C:11]1[CH:16]=[CH:15][CH:14]=[CH:13][CH:12]=1)=[O:9])[CH3:6])[CH3:2]. The yield is 0.870. The reactants are [CH2:1]([O:3][C:4](=[O:30])[CH:5]([O:7][P:8]([CH2:17][CH2:18][NH:19]C(OCC1C=CC=CC=1)=O)([O:10][C:11]1[CH:16]=[CH:15][CH:14]=[CH:13][CH:12]=1)=[O:9])[CH3:6])[CH3:2].C(O)(=O)C. The catalyst is C(O)C.[Pd]. (3) The reactants are [CH3:1][C:2]([C:7]1[CH:12]=[CH:11][C:10]([C:13]2[CH:14]=[N:15][CH:16]=[N:17][CH:18]=2)=[CH:9][CH:8]=1)([CH3:6])[C:3]([OH:5])=O.[CH3:19][CH2:20][CH:21]([NH2:24])[CH2:22][CH3:23]. No catalyst specified. The product is [CH3:6][C:2]([C:7]1[CH:12]=[CH:11][C:10]([C:13]2[CH:14]=[N:15][CH:16]=[N:17][CH:18]=2)=[CH:9][CH:8]=1)([CH3:1])[C:3]([NH:24][CH:21]([CH2:22][CH3:23])[CH2:20][CH3:19])=[O:5]. The yield is 0.670. (4) The reactants are [CH3:1][C:2]1[CH:7]=[CH:6][C:5]([S:8]([N:11]2[C:19]3[C:14](=[C:15]([CH:20]=C)[CH:16]=[CH:17][CH:18]=3)[CH:13]=[CH:12]2)(=[O:10])=[O:9])=[CH:4][CH:3]=1.N1C(C)=CC=CC=1C.[O:30]1CCOCC1.I([O-])(=O)(=O)=O.[Na+]. The catalyst is O=[Os](=O)(=O)=O.O. The product is [CH3:1][C:2]1[CH:7]=[CH:6][C:5]([S:8]([N:11]2[C:19]3[CH:18]=[CH:17][CH:16]=[C:15]([CH:20]=[O:30])[C:14]=3[CH:13]=[CH:12]2)(=[O:10])=[O:9])=[CH:4][CH:3]=1. The yield is 0.990. (5) The yield is 0.570. The catalyst is O1CCCC1.ClCCl. The reactants are [F:1][C:2]1[CH:3]=[C:4]([OH:10])[CH:5]=[CH:6][C:7]=1[O:8][CH3:9].C([Mg]Cl)(C)C.[C:16]1([CH:22]([C:34]2[CH:39]=[CH:38][CH:37]=[CH:36][CH:35]=2)[N:23]2[C:31]3[C:26](=[CH:27][CH:28]=[CH:29][CH:30]=3)[C:25](=[O:32])[C:24]2=[O:33])[CH:21]=[CH:20][CH:19]=[CH:18][CH:17]=1. The product is [C:34]1([CH:22]([C:16]2[CH:21]=[CH:20][CH:19]=[CH:18][CH:17]=2)[N:23]2[C:31]3[C:26](=[CH:27][CH:28]=[CH:29][CH:30]=3)[C:25]([C:5]3[CH:6]=[C:7]([O:8][CH3:9])[C:2]([F:1])=[CH:3][C:4]=3[OH:10])([OH:32])[C:24]2=[O:33])[CH:35]=[CH:36][CH:37]=[CH:38][CH:39]=1. (6) The reactants are [NH2:1][C:2]1[N:7]=[CH:6][C:5]([CH:8]([CH3:14])[C:9]([O:11][CH2:12][CH3:13])=[O:10])=[CH:4][C:3]=1[F:15].C(N(CC)CC)C.[CH3:23][S:24](Cl)(=[O:26])=[O:25]. The catalyst is O1CCCC1. The product is [F:15][C:3]1[CH:4]=[C:5]([CH:8]([CH3:14])[C:9]([O:11][CH2:12][CH3:13])=[O:10])[CH:6]=[N:7][C:2]=1[NH:1][S:24]([CH3:23])(=[O:26])=[O:25]. The yield is 0.670. (7) The reactants are [Cl:1][C:2]1[CH:7]=[CH:6][C:5]([CH2:8][C:9]([O:11][CH3:12])=[O:10])=[CH:4][CH:3]=1.[CH2:13]=[O:14].Cl. The catalyst is CS(C)=O.C[O-].[Na+]. The product is [Cl:1][C:2]1[CH:3]=[CH:4][C:5]([CH:8]([CH2:13][OH:14])[C:9]([O:11][CH3:12])=[O:10])=[CH:6][CH:7]=1. The yield is 0.920. (8) The reactants are [C:1](Cl)(=[O:5])C(Cl)=O.[Cl:7][C:8]1[CH:16]=[CH:15][C:14]([C:17]2[CH:22]=[CH:21][CH:20]=[CH:19][N:18]=2)=[CH:13][C:9]=1[C:10]([NH2:12])=[O:11].I[CH2:24][CH2:25][CH2:26][S:27]([C:30]1[CH:39]=[CH:38][C:33]2[N:34]=[C:35]([NH2:37])[S:36][C:32]=2[CH:31]=1)(=[O:29])=[O:28].[CH3:40][N:41]1[CH2:46][CH2:45][NH:44][CH2:43][CH2:42]1. The catalyst is C1COCC1. The product is [Cl:7][C:8]1[CH:16]=[CH:15][C:14]([C:17]2[CH:22]=[CH:21][CH:20]=[CH:19][N:18]=2)=[CH:13][C:9]=1[C:10]([NH:12][C:1](=[O:5])[NH:37][C:35]1[S:36][C:32]2[CH:31]=[C:30]([S:27]([CH2:26][CH2:25][CH2:24][N:44]3[CH2:45][CH2:46][N:41]([CH3:40])[CH2:42][CH2:43]3)(=[O:29])=[O:28])[CH:39]=[CH:38][C:33]=2[N:34]=1)=[O:11]. The yield is 0.0600.